The task is: Predict which catalyst facilitates the given reaction.. This data is from Catalyst prediction with 721,799 reactions and 888 catalyst types from USPTO. (1) Reactant: [O:1]=[C:2]1[NH:7][CH2:6][CH2:5][N:4]([C:8]([O:10][C:11]([CH3:14])([CH3:13])[CH3:12])=[O:9])[CH2:3]1.[H-].[Na+].Br[CH:18]([CH3:24])[C:19]([O:21][CH2:22][CH3:23])=[O:20]. Product: [CH2:22]([O:21][C:19](=[O:20])[CH2:18][CH2:24][N:7]1[CH2:6][CH2:5][N:4]([C:8]([O:10][C:11]([CH3:14])([CH3:13])[CH3:12])=[O:9])[CH2:3][C:2]1=[O:1])[CH3:23]. The catalyst class is: 3. (2) Reactant: [OH:1][C:2]1[C:12]2=[C:13]3[C:5]([CH:6]=[CH:7][CH:8]=[C:9]3[CH2:10][C:11]2=[O:14])=[CH:4][CH:3]=1.[C:15](=O)([O-])[O-].[K+].[K+].CI. Product: [CH3:15][O:1][C:2]1[C:12]2=[C:13]3[C:5]([CH:6]=[CH:7][CH:8]=[C:9]3[CH2:10][C:11]2=[O:14])=[CH:4][CH:3]=1. The catalyst class is: 9. (3) Reactant: CS(C)=O.[C:5]([O:9][C:10](=[O:27])[NH:11][C@@H:12]([CH:20]1[CH2:25][CH2:24][CH:23]([OH:26])[CH2:22][CH2:21]1)[C:13](=[O:19])[N:14]1[CH2:18][CH2:17][S:16][CH2:15]1)([CH3:8])([CH3:7])[CH3:6].C(N(CC)CC)C. Product: [C:5]([O:9][C:10](=[O:27])[NH:11][C@@H:12]([CH:20]1[CH2:21][CH2:22][C:23](=[O:26])[CH2:24][CH2:25]1)[C:13](=[O:19])[N:14]1[CH2:18][CH2:17][S:16][CH2:15]1)([CH3:8])([CH3:6])[CH3:7]. The catalyst class is: 26. (4) Reactant: [NH2:1][CH2:2][CH2:3][C@H:4]([NH:8][C:9]([C:11]1[C:12](=[O:30])[N:13]([CH:17]([C:24]2[CH:29]=[CH:28][CH:27]=[CH:26][CH:25]=2)[C:18]2[CH:23]=[CH:22][CH:21]=[CH:20][CH:19]=2)[CH:14]=[CH:15][CH:16]=1)=[O:10])[C:5]([OH:7])=[O:6].[C:31]([OH:37])([C:33]([F:36])([F:35])[F:34])=[O:32].Cl.[C:39](=[NH:44])(OCC)[CH3:40].C([O-])([O-])=O.[K+].[K+]. Product: [C:18]1([CH:17]([C:24]2[CH:29]=[CH:28][CH:27]=[CH:26][CH:25]=2)[N:13]2[CH:14]=[CH:15][CH:16]=[C:11]([C:9]([NH:8][C@@H:4]([CH2:3][CH2:2][NH:1][C:39](=[NH:44])[CH3:40])[C:5]([OH:7])=[O:6])=[O:10])[C:12]2=[O:30])[CH:23]=[CH:22][CH:21]=[CH:20][CH:19]=1.[C:31]([OH:37])([C:33]([F:36])([F:35])[F:34])=[O:32]. The catalyst class is: 8. (5) Reactant: Cl.Cl.[NH2:3][CH:4]([C:16]1[CH:21]=[CH:20][CH:19]=[CH:18][CH:17]=1)[C:5]([O:7][C@@H:8]1[CH:13]2[CH2:14][CH2:15][N:10]([CH2:11][CH2:12]2)[CH2:9]1)=[O:6].C(N(CC)CC)C.[C:29](Cl)(=[O:33])[O:30][CH2:31][CH3:32]. Product: [CH2:31]([O:30][C:29]([NH:3][CH:4]([C:16]1[CH:21]=[CH:20][CH:19]=[CH:18][CH:17]=1)[C:5]([O:7][C@@H:8]1[CH:13]2[CH2:12][CH2:11][N:10]([CH2:15][CH2:14]2)[CH2:9]1)=[O:6])=[O:33])[CH3:32]. The catalyst class is: 2. (6) Reactant: I[C:2]1[CH:7]=[CH:6][C:5]([CH2:8][N:9]2[CH2:13][CH2:12][CH2:11][C:10]2=[O:14])=[CH:4][CH:3]=1.[F:15][C:16]([F:27])([F:26])[C:17]1[C:18]2[CH2:25][O:24][CH2:23][CH2:22][C:19]=2[NH:20][N:21]=1.CN(C)CC(O)=O.C(=O)([O-])[O-].[K+].[K+]. Product: [F:26][C:16]([F:15])([F:27])[C:17]1[C:18]2[CH2:25][O:24][CH2:23][CH2:22][C:19]=2[N:20]([C:2]2[CH:7]=[CH:6][C:5]([CH2:8][N:9]3[CH2:13][CH2:12][CH2:11][C:10]3=[O:14])=[CH:4][CH:3]=2)[N:21]=1. The catalyst class is: 156. (7) Reactant: [NH:1]1[CH2:6][CH2:5][CH2:4][CH2:3][CH:2]1[CH2:7][CH2:8][CH2:9][OH:10].C(N(CC)CC)C.Cl[C:19]([O:21][CH2:22][C:23]1[CH:28]=[CH:27][CH:26]=[CH:25][CH:24]=1)=[O:20]. Product: [OH:10][CH2:9][CH2:8][CH2:7][CH:2]1[CH2:3][CH2:4][CH2:5][CH2:6][N:1]1[C:19]([O:21][CH2:22][C:23]1[CH:28]=[CH:27][CH:26]=[CH:25][CH:24]=1)=[O:20]. The catalyst class is: 10. (8) Reactant: [C:1]([C:3]1[S:4][C:5]2[C:15]3[C:10](=[CH:11][C:12]([NH:16]C(=O)OC(C)(C)C)=[CH:13][CH:14]=3)[CH:9]=[CH:8][C:6]=2[N:7]=1)#[N:2].C1(SC)C=CC=CC=1.FC(F)(F)C(O)=O. Product: [NH2:16][C:12]1[CH:11]=[C:10]2[C:15](=[CH:14][CH:13]=1)[C:5]1[S:4][C:3]([C:1]#[N:2])=[N:7][C:6]=1[CH:8]=[CH:9]2. The catalyst class is: 2.